Task: Predict the reactants needed to synthesize the given product.. Dataset: Full USPTO retrosynthesis dataset with 1.9M reactions from patents (1976-2016) (1) The reactants are: C(OC(=O)[NH:7][C:8]1[CH:13]=[C:12](C=C)[C:11]([C:16](F)(F)F)=[CH:10][C:9]=1[NH:20][C:21](=[O:38])[CH2:22][C:23]([C:25]1[CH:30]=[CH:29][CH:28]=[C:27]([C:31]2[CH:36]=[CH:35][N:34]=[C:33]([CH3:37])[CH:32]=2)[CH:26]=1)=O)(C)(C)C.[C:40](O)([C:42]([F:45])([F:44])[F:43])=O. Given the product [CH3:37][C:33]1[CH:32]=[C:31]([C:27]2[CH:26]=[C:25]([C:23]3[CH2:22][C:21](=[O:38])[NH:20][C:9]4[CH:10]=[C:40]([C:42]([F:45])([F:44])[F:43])[C:12]([CH:11]=[CH2:16])=[CH:13][C:8]=4[N:7]=3)[CH:30]=[CH:29][CH:28]=2)[CH:36]=[CH:35][N:34]=1, predict the reactants needed to synthesize it. (2) Given the product [CH2:26]([O:28][CH2:29][CH2:30][CH2:31][NH:32][C:2]1[CH:7]=[C:6]([CH3:8])[N:5]=[C:4]([C:9]2[C:17]3[C:12](=[N:13][CH:14]=[CH:15][CH:16]=3)[N:11]([CH2:18][C:19]3[CH:24]=[CH:23][CH:22]=[CH:21][C:20]=3[F:25])[N:10]=2)[N:3]=1)[CH3:27], predict the reactants needed to synthesize it. The reactants are: Cl[C:2]1[CH:7]=[C:6]([CH3:8])[N:5]=[C:4]([C:9]2[C:17]3[C:12](=[N:13][CH:14]=[CH:15][CH:16]=3)[N:11]([CH2:18][C:19]3[CH:24]=[CH:23][CH:22]=[CH:21][C:20]=3[F:25])[N:10]=2)[N:3]=1.[CH2:26]([O:28][CH2:29][CH2:30][CH2:31][NH2:32])[CH3:27]. (3) Given the product [O:1]1[C:2]2=[CH:3][CH:4]=[CH:9][C:8]2=[CH:7][CH:6]=[C:5]1[C:27]1[CH:28]=[CH:29][CH:30]=[CH:31][C:26]=1[C:24]([N:20]1[CH2:21][CH2:22][CH2:23][C@H:19]1[CH2:18][N:13]1[CH2:17][CH2:16][CH2:15][CH2:14]1)=[O:25], predict the reactants needed to synthesize it. The reactants are: [O:1]1[C:5]2[CH:6]=[CH:7][CH:8]=[CH:9][C:4]=2[CH:3]=[C:2]1B(O)O.[N:13]1([CH2:18][CH:19]2[CH2:23][CH2:22][CH2:21][N:20]2[C:24]([C:26]2[CH:31]=[CH:30][C:29](Br)=[CH:28][CH:27]=2)=[O:25])[CH2:17][CH2:16][CH2:15][CH2:14]1. (4) Given the product [Cl:1][C:2]1[CH:3]=[C:4]([C:12]2[O:14][N:36]=[C:35]([C:34]3[CH:33]=[C:32]4[C:28]([C:29]([CH2:40][CH2:41][C:42]([O:44][CH2:45][CH3:46])=[O:43])=[CH:30][NH:31]4)=[CH:27][C:26]=3[F:25])[N:38]=2)[CH:5]=[N:6][C:7]=1[O:8][CH:9]([CH3:10])[CH3:11], predict the reactants needed to synthesize it. The reactants are: [Cl:1][C:2]1[CH:3]=[C:4]([C:12]([OH:14])=O)[CH:5]=[N:6][C:7]=1[O:8][CH:9]([CH3:11])[CH3:10].C1C=CC2N(O)N=NC=2C=1.[F:25][C:26]1[CH:27]=[C:28]2[C:32](=[CH:33][C:34]=1/[C:35](/[NH:38]O)=[N:36]/[H])[NH:31][CH:30]=[C:29]2[CH2:40][CH2:41][C:42]([O:44][CH2:45][CH3:46])=[O:43].CCCC[N+](CCCC)(CCCC)CCCC.[F-]. (5) Given the product [CH3:1][CH:2]([CH3:16])[CH2:3][N:4]1[C:5]2[C:14]3[N:13]=[CH:12][CH:11]=[CH:10][C:9]=3[N:8]=[CH:7][C:6]=2[N:15]=[C:22]1[NH:21][C:19](=[O:20])[O:18][CH3:17], predict the reactants needed to synthesize it. The reactants are: [CH3:1][CH:2]([CH3:16])[CH2:3][NH:4][C:5]1[C:14]2[C:9](=[CH:10][CH:11]=[CH:12][N:13]=2)[N:8]=[CH:7][C:6]=1[NH2:15].[CH3:17][O:18][C:19]([NH:21][C:22](=NC(OC)=O)OC)=[O:20].C(O)(=O)C.C1(C)C=CC(S(O)(=O)=O)=CC=1. (6) Given the product [NH2:31][CH2:30][CH2:29][C:23]1([CH2:22][CH2:21][N:18]2[CH2:19][CH2:20][CH:15]([N:7]([C:4]3[CH:3]=[CH:2][C:1]([CH3:39])=[CH:6][CH:5]=3)[C:8]([C:10]3[O:11][CH:12]=[CH:13][CH:14]=3)=[O:9])[CH2:16][CH2:17]2)[CH2:28][CH2:27][CH2:26][CH2:25][CH2:24]1, predict the reactants needed to synthesize it. The reactants are: [C:1]1([CH3:39])[CH:6]=[CH:5][C:4]([N:7]([CH:15]2[CH2:20][CH2:19][N:18]([CH2:21][CH2:22][C:23]3([CH2:29][CH2:30][NH:31]C(=O)OC(C)(C)C)[CH2:28][CH2:27][CH2:26][CH2:25][CH2:24]3)[CH2:17][CH2:16]2)[C:8]([C:10]2[O:11][CH:12]=[CH:13][CH:14]=2)=[O:9])=[CH:3][CH:2]=1.Cl.O1CCOCC1.